From a dataset of Forward reaction prediction with 1.9M reactions from USPTO patents (1976-2016). Predict the product of the given reaction. (1) The product is: [Cl:1][C:2]1[CH:3]=[CH:4][C:5]2[C:11]3[N:29]=[C:28]([NH2:30])[N:27]=[CH:13][C:10]=3[CH2:9][N:8]=[C:7]([C:17]3[C:18]([F:24])=[CH:19][CH:20]=[CH:21][C:22]=3[F:23])[C:6]=2[CH:25]=1. Given the reactants [Cl:1][C:2]1[CH:3]=[CH:4][C:5]2[C:11](=O)[C:10](=[CH:13]N(C)C)[CH2:9][N:8]=[C:7]([C:17]3[C:22]([F:23])=[CH:21][CH:20]=[CH:19][C:18]=3[F:24])[C:6]=2[CH:25]=1.Cl.[NH2:27][C:28]([NH2:30])=[NH:29].C(=O)([O-])[O-].[K+].[K+].C(O)C, predict the reaction product. (2) Given the reactants [CH3:1][C:2]1[C:6]([CH3:7])=[C:5]([NH:8][C:9]2[C:18]3[C:13](=[CH:14][CH:15]=[C:16]([S:19][CH:20]4[CH2:25][CH2:24][O:23][CH2:22][CH2:21]4)[CH:17]=3)[N:12]=[CH:11][CH:10]=2)[NH:4][N:3]=1.I(O)(=O)(=O)=[O:27].C(=O)(O)[O-].[Na+].S(=O)(=O)(O)[O-].[Na+], predict the reaction product. The product is: [CH3:1][C:2]1[C:6]([CH3:7])=[C:5]([NH:8][C:9]2[C:18]3[C:13](=[CH:14][CH:15]=[C:16]([S:19]([CH:20]4[CH2:25][CH2:24][O:23][CH2:22][CH2:21]4)=[O:27])[CH:17]=3)[N:12]=[CH:11][CH:10]=2)[NH:4][N:3]=1. (3) Given the reactants Br[C:2]1[CH:3]=[C:4]([N+:10]([O-:12])=[O:11])[C:5]([O:8][CH3:9])=[N:6][CH:7]=1.C(=O)([O-])[O-].[Cs+].[Cs+].[CH2:19]([N:22]([CH3:24])[CH3:23])[C:20]#[CH:21], predict the reaction product. The product is: [CH3:9][O:8][C:5]1[N:6]=[CH:7][C:2]([C:21]#[C:20][CH2:19][N:22]([CH3:24])[CH3:23])=[CH:3][C:4]=1[N+:10]([O-:12])=[O:11]. (4) Given the reactants [CH3:1][O:2][NH:3][C:4]([C:6]1[C:7](=[O:38])[C:8]2[CH:13]=[N:12][C:11]([NH:14][C:15]3[CH:20]=[CH:19][C:18]([CH:21]4[CH2:26][CH2:25][NH:24][CH2:23][CH2:22]4)=[CH:17][CH:16]=3)=[N:10][C:9]=2[N:27]([C:29]2[CH:30]=[C:31]3[C:35](=[CH:36][CH:37]=2)[CH2:34][CH2:33][CH2:32]3)[CH:28]=1)=[O:5].[CH3:39][C:40]([CH3:42])=O.C(O[BH-](OC(=O)C)OC(=O)C)(=O)C.[Na+].C(O)(=O)C, predict the reaction product. The product is: [CH3:1][O:2][NH:3][C:4]([C:6]1[C:7](=[O:38])[C:8]2[CH:13]=[N:12][C:11]([NH:14][C:15]3[CH:16]=[CH:17][C:18]([CH:21]4[CH2:26][CH2:25][N:24]([CH:40]([CH3:42])[CH3:39])[CH2:23][CH2:22]4)=[CH:19][CH:20]=3)=[N:10][C:9]=2[N:27]([C:29]2[CH:30]=[C:31]3[C:35](=[CH:36][CH:37]=2)[CH2:34][CH2:33][CH2:32]3)[CH:28]=1)=[O:5]. (5) Given the reactants C(CO[C:6]1[C:11]2[CH2:12][C:13](=[CH:21][CH2:22][CH2:23][N:24]3[CH2:29][CH2:28][C:27]([C:31]4[CH:36]=[CH:35][C:34]([Cl:37])=[CH:33][CH:32]=4)([OH:30])[CH2:26][CH2:25]3)[C:14]3[C:15]([O:20][C:10]=2[CH:9]=[CH:8][CH:7]=1)=[N:16][CH:17]=[CH:18][CH:19]=3)(O)=O.C(CCC1C2C[C:50](=CCCN3CCC(C4C=CC(Cl)=CC=4)(O)CC3)[C:51]3[C:52]([O:57]C=2C=CC=1)=[N:53]C=CC=3)(O)=O, predict the reaction product. The product is: [C:52]([CH2:51][CH2:50][C:6]1[C:11]2[CH2:12][C:13](=[CH:21][CH2:22][CH2:23][N:24]3[CH2:25][CH2:26][C:27]([C:31]4[CH:32]=[CH:33][C:34]([Cl:37])=[CH:35][CH:36]=4)([OH:30])[CH2:28][CH2:29]3)[C:14]3[C:15]([O:20][C:10]=2[CH:9]=[CH:8][CH:7]=1)=[N:16][CH:17]=[CH:18][CH:19]=3)(=[O:57])[NH2:53]. (6) The product is: [CH3:44][O:43][C:41]([C:37]1[CH:36]=[C:35]([C:28]2[C:27]([CH3:45])=[C:26]([C:24]([C:21]3[CH:22]=[CH:23][C:14]([NH:13][C:5](=[O:11])[NH:56][CH2:53][CH2:54][CH3:55])=[C:15]([CH:20]=3)[C:16]([O:18][CH3:19])=[O:17])=[O:25])[N:34]3[C:29]=2[CH:30]=[CH:31][CH:32]=[CH:33]3)[CH:40]=[CH:39][CH:38]=1)=[O:42]. Given the reactants ClC(Cl)(O[C:5](=[O:11])OC(Cl)(Cl)Cl)Cl.[NH2:13][C:14]1[CH:23]=[CH:22][C:21]([C:24]([C:26]2[N:34]3[C:29]([CH:30]=[CH:31][CH:32]=[CH:33]3)=[C:28]([C:35]3[CH:40]=[CH:39][CH:38]=[C:37]([C:41]([O:43][CH3:44])=[O:42])[CH:36]=3)[C:27]=2[CH3:45])=[O:25])=[CH:20][C:15]=1[C:16]([O:18][CH3:19])=[O:17].C(N(CC)CC)C.[CH2:53]([NH2:56])[CH2:54][CH3:55], predict the reaction product.